The task is: Predict the product of the given reaction.. This data is from Forward reaction prediction with 1.9M reactions from USPTO patents (1976-2016). (1) Given the reactants [N+:1]([C:4]1[CH:11]=[C:10]([O:12][CH2:13][C:14]2[CH:19]=[CH:18][CH:17]=[CH:16][CH:15]=2)[C:9]([O:20][CH3:21])=[CH:8][C:5]=1[C:6]#[N:7])([O-])=O.[Na], predict the reaction product. The product is: [NH2:1][C:4]1[CH:11]=[C:10]([O:12][CH2:13][C:14]2[CH:15]=[CH:16][CH:17]=[CH:18][CH:19]=2)[C:9]([O:20][CH3:21])=[CH:8][C:5]=1[C:6]#[N:7]. (2) Given the reactants [Cl:1][C:2]1[N:7]=[CH:6][C:5]2[C:8](I)=[N:9][N:10]([CH:11]([CH3:13])[CH3:12])[C:4]=2[CH:3]=1.[NH:15]1[CH2:18][CH:17]([C:19]([OH:22])([CH3:21])[CH3:20])[CH2:16]1.[C:23](=O)([O-])[O-].[K+].[K+].N1CCC[C@H]1C(O)=O, predict the reaction product. The product is: [Cl:1][C:2]1[N:7]=[CH:6][C:5]2[C:8]([N:15]3[CH2:18][CH:17]([C:19]([OH:22])([CH3:21])[CH3:20])[CH2:16]3)=[N:9][N:10]([CH:11]([CH2:13][CH3:23])[CH3:12])[C:4]=2[CH:3]=1. (3) Given the reactants [OH:1][C:2]1[CH:3]=[C:4]([CH:14]=[C:15]([O:17][C@@H:18]([CH3:22])[CH2:19][O:20][CH3:21])[CH:16]=1)[C:5]([NH:7][C:8]1[CH:12]=[CH:11][N:10]([CH3:13])[N:9]=1)=[O:6].Cl[C:24]1[N:36]=[CH:35][C:27]2[C:28](=[O:34])[N:29]([CH3:33])[CH2:30][CH2:31][O:32][C:26]=2[CH:25]=1.C(=O)([O-])[O-].[K+].[K+], predict the reaction product. The product is: [CH3:22][C@H:18]([O:17][C:15]1[CH:14]=[C:4]([CH:3]=[C:2]([O:1][C:24]2[N:36]=[CH:35][C:27]3[C:28](=[O:34])[N:29]([CH3:33])[CH2:30][CH2:31][O:32][C:26]=3[CH:25]=2)[CH:16]=1)[C:5]([NH:7][C:8]1[CH:12]=[CH:11][N:10]([CH3:13])[N:9]=1)=[O:6])[CH2:19][O:20][CH3:21]. (4) Given the reactants [CH:1]1([N:4]2[C:13]3[C:8](=[CH:9][CH:10]=[CH:11][CH:12]=3)[N:7]([C:14]([C:16]3[CH:17]=[N:18][CH:19]=[CH:20][C:21]=3[O:22][C:23]3[CH:28]=[C:27]([Cl:29])[C:26]([OH:30])=[CH:25][C:24]=3[Cl:31])=[O:15])[CH2:6][CH2:5]2)[CH2:3][CH2:2]1.[CH2:32]([O:34][C:35](=[O:40])[C:36](Br)([CH3:38])[CH3:37])[CH3:33], predict the reaction product. The product is: [CH2:32]([O:34][C:35](=[O:40])[C:36]([O:30][C:26]1[CH:25]=[C:24]([Cl:31])[C:23]([O:22][C:21]2[CH:20]=[CH:19][N:18]=[CH:17][C:16]=2[C:14]([N:7]2[C:8]3[C:13](=[CH:12][CH:11]=[CH:10][CH:9]=3)[N:4]([CH:1]3[CH2:2][CH2:3]3)[CH2:5][CH2:6]2)=[O:15])=[CH:28][C:27]=1[Cl:29])([CH3:38])[CH3:37])[CH3:33]. (5) Given the reactants [NH2:1][C:2]1[CH:7]=[CH:6][CH:5]=[C:4]([NH2:8])[C:3]=1[NH:9][CH2:10][CH2:11][C:12]([O:14][CH2:15]C)=[O:13].Cl.[Cl:18][C:19]1[CH:24]=[C:23]([Cl:25])[CH:22]=[CH:21][C:20]=1[CH:26]([OH:31])[C:27](=N)OC.O, predict the reaction product. The product is: [NH2:8][C:4]1[C:3]2[N:9]([CH2:10][CH2:11][C:12]([O:14][CH3:15])=[O:13])[C:27]([CH:26]([C:20]3[CH:21]=[CH:22][C:23]([Cl:25])=[CH:24][C:19]=3[Cl:18])[OH:31])=[N:1][C:2]=2[CH:7]=[CH:6][CH:5]=1.